Dataset: Full USPTO retrosynthesis dataset with 1.9M reactions from patents (1976-2016). Task: Predict the reactants needed to synthesize the given product. (1) Given the product [F:8][C:9]1[CH:17]=[C:16]2[C:12]([C:13]([C:19](=[O:20])[CH:21]([NH:28][C:29]3[CH:34]=[CH:33][CH:32]=[C:31]([O:35][CH3:36])[CH:30]=3)[C:22]3[CH:23]=[CH:24][CH:25]=[CH:26][CH:27]=3)=[N:14][N:15]2[CH3:18])=[CH:11][CH:10]=1, predict the reactants needed to synthesize it. The reactants are: C(N(CC)CC)C.[F:8][C:9]1[CH:17]=[C:16]2[C:12]([C:13]([CH:19]=[O:20])=[N:14][N:15]2[CH3:18])=[CH:11][CH:10]=1.[CH:21](=[N:28][C:29]1[CH:34]=[CH:33][CH:32]=[C:31]([O:35][CH3:36])[CH:30]=1)[C:22]1[CH:27]=[CH:26][CH:25]=[CH:24][CH:23]=1. (2) Given the product [ClH:1].[Cl:1][C:2]1[CH:3]=[C:4]([C:8]2[N:13]=[C:12]3[CH2:14][CH2:15][CH2:16][C:11]3=[C:10]([NH:17][C:18]3[CH:19]=[CH:20][C:21]([CH2:24][C:25]([CH3:28])([OH:27])[CH3:26])=[CH:22][CH:23]=3)[CH:9]=2)[CH:5]=[CH:6][CH:7]=1, predict the reactants needed to synthesize it. The reactants are: [Cl:1][C:2]1[CH:3]=[C:4]([C:8]2[N:13]=[C:12]3[CH2:14][CH2:15][CH2:16][C:11]3=[C:10]([NH:17][C:18]3[CH:23]=[CH:22][C:21]([CH2:24][C:25]([CH3:28])([OH:27])[CH3:26])=[CH:20][CH:19]=3)[CH:9]=2)[CH:5]=[CH:6][CH:7]=1.